Dataset: Forward reaction prediction with 1.9M reactions from USPTO patents (1976-2016). Task: Predict the product of the given reaction. (1) The product is: [CH3:34][O:33][C:31]1[CH:32]=[C:27]([CH2:26][O:25][C:15]2[CH:14]=[C:13]([NH:12][C:7](=[O:8])[C:6]3[CH:10]=[CH:11][C:3]([O:2][CH3:1])=[CH:4][CH:5]=3)[NH:17][N:16]=2)[CH:28]=[C:29]([O:35][CH3:36])[CH:30]=1. Given the reactants [CH3:1][O:2][C:3]1[CH:11]=[CH:10][C:6]([C:7](Cl)=[O:8])=[CH:5][CH:4]=1.[NH2:12][C:13]1[N:17](C(OC(C)(C)C)=O)[N:16]=[C:15]([O:25][CH2:26][C:27]2[CH:32]=[C:31]([O:33][CH3:34])[CH:30]=[C:29]([O:35][CH3:36])[CH:28]=2)[CH:14]=1, predict the reaction product. (2) Given the reactants [C:1]1([C:41]2[CH:46]=[CH:45][CH:44]=[CH:43][CH:42]=2)[CH:6]=[C:5]([CH2:7][NH:8][CH2:9][CH2:10][CH2:11][NH:12][CH2:13][CH2:14][CH2:15][NH:16]C(=O)OC(C)(C)C)[CH:4]=[C:3]([CH2:24][NH:25][CH2:26][CH2:27][CH2:28][NH:29][CH2:30][CH2:31][CH2:32][NH:33]C(=O)OC(C)(C)C)[CH:2]=1.[ClH:47], predict the reaction product. The product is: [Cl-:47].[C:1]1([C:41]2[CH:46]=[CH:45][CH:44]=[CH:43][CH:42]=2)[CH:6]=[C:5]([CH2:7][NH2+:8][CH2:9][CH2:10][CH2:11][NH2+:12][CH2:13][CH2:14][CH2:15][NH3+:16])[CH:4]=[C:3]([CH2:24][NH2+:25][CH2:26][CH2:27][CH2:28][NH2+:29][CH2:30][CH2:31][CH2:32][NH3+:33])[CH:2]=1.[Cl-:47].[Cl-:47].[Cl-:47].[Cl-:47].[Cl-:47]. (3) Given the reactants [CH2:1]1[CH2:12][CH2:11][CH2:10][CH2:9][CH2:8][CH2:7][CH2:6][CH2:5][CH2:4][CH2:3][CH2:2]1.C([O:17]N=O)(C)(C)C.ON1C(=O)C2=CC=CC=C2C1=O.S(=O)(=O)(O)O.[OH-].[Na+].C1(=NO)CCCCCCCCCCC1.[N+](C1CCCCCCCCCCC1)([O-])=O, predict the reaction product. The product is: [C:1]1(=[O:17])[CH2:12][CH2:11][CH2:10][CH2:9][CH2:8][CH2:7][CH2:6][CH2:5][CH2:4][CH2:3][CH2:2]1. (4) Given the reactants [CH3:1][N:2]1[C:6]([C:7]2[CH:8]=[C:9]3[N:15]([CH2:16][C:17]4([F:25])[CH2:22][CH2:21][C:20]([F:24])([F:23])[CH2:19][CH2:18]4)[CH:14]=[C:13](I)[C:10]3=[N:11][CH:12]=2)=[C:5]([CH3:27])[N:4]=[N:3]1.CC1(C)C(C)(C)OB([C:36]2[CH:45]=[CH:44][C:39]([C:40]([O:42][CH3:43])=[O:41])=[CH:38][CH:37]=2)O1.C(=O)([O-])[O-].[K+].[K+], predict the reaction product. The product is: [CH3:1][N:2]1[C:6]([C:7]2[CH:8]=[C:9]3[N:15]([CH2:16][C:17]4([F:25])[CH2:22][CH2:21][C:20]([F:24])([F:23])[CH2:19][CH2:18]4)[CH:14]=[C:13]([C:36]4[CH:45]=[CH:44][C:39]([C:40]([O:42][CH3:43])=[O:41])=[CH:38][CH:37]=4)[C:10]3=[N:11][CH:12]=2)=[C:5]([CH3:27])[N:4]=[N:3]1. (5) Given the reactants Cl.[CH3:2][C:3]([CH3:47])([CH2:45][CH3:46])[CH2:4][C:5]1[N:6]=[C:7]([CH2:29][CH:30]([C:32]2[CH:37]=[CH:36][C:35]([C:38]3[CH:43]=[CH:42][C:41]([F:44])=[CH:40][N:39]=3)=[CH:34][CH:33]=2)[NH2:31])[N:8](C(C2C=CC=CC=2)(C2C=CC=CC=2)C2C=CC=CC=2)[CH:9]=1, predict the reaction product. The product is: [CH3:2][C:3]([CH3:47])([CH2:45][CH3:46])[CH2:4][C:5]1[N:6]=[C:7]([CH2:29][CH:30]([C:32]2[CH:37]=[CH:36][C:35]([C:38]3[CH:43]=[CH:42][C:41]([F:44])=[CH:40][N:39]=3)=[CH:34][CH:33]=2)[NH2:31])[NH:8][CH:9]=1. (6) Given the reactants [N:1]1[CH:2]=[CH:3][N:4]2[C:9]=1[CH:8]=[CH:7][C:6]([O:10][C:11]1[CH:17]=[CH:16][C:14]([NH2:15])=[CH:13][CH:12]=1)=[N:5]2.C(N(CC)CC)C.[C:25]1([N:31]=[C:32]=[O:33])[CH:30]=[CH:29][CH:28]=[CH:27][CH:26]=1, predict the reaction product. The product is: [N:1]1[CH:2]=[CH:3][N:4]2[C:9]=1[CH:8]=[CH:7][C:6]([O:10][C:11]1[CH:17]=[CH:16][C:14]([NH:15][C:32]([NH:31][C:25]3[CH:30]=[CH:29][CH:28]=[CH:27][CH:26]=3)=[O:33])=[CH:13][CH:12]=1)=[N:5]2.